From a dataset of Forward reaction prediction with 1.9M reactions from USPTO patents (1976-2016). Predict the product of the given reaction. (1) Given the reactants [CH3:1][C:2]([S@:5]([NH2:7])=[O:6])([CH3:4])[CH3:3].[CH2:8]1[CH:10]([CH:11](O)C#N)[CH2:9]1, predict the reaction product. The product is: [CH:10]1(/[CH:11]=[N:7]/[S@@:5]([C:2]([CH3:4])([CH3:3])[CH3:1])=[O:6])[CH2:8][CH2:9]1. (2) Given the reactants C([NH:5][C:6]1[S:7][CH2:8][C:9]2([N:30]=1)[C:22]1[CH:21]=[C:20]([Cl:23])[CH:19]=[CH:18][C:17]=1[O:16][C:15]1[C:10]2=[CH:11][C:12]([C:24]2[CH:25]=[N:26][CH:27]=[N:28][CH:29]=2)=[CH:13][CH:14]=1)(C)(C)C.C(O)(C(F)(F)F)=O.[OH-].[Na+], predict the reaction product. The product is: [Cl:23][C:20]1[CH:19]=[CH:18][C:17]2[O:16][C:15]3[C:10](=[CH:11][C:12]([C:24]4[CH:25]=[N:26][CH:27]=[N:28][CH:29]=4)=[CH:13][CH:14]=3)[C:9]3([CH2:8][S:7][C:6]([NH2:5])=[N:30]3)[C:22]=2[CH:21]=1. (3) Given the reactants C(OC([N:8]1[CH2:13][CH2:12][N:11]([C:14]2[CH:22]=[CH:21][C:17]([C:18]([OH:20])=[O:19])=[CH:16][N:15]=2)[CH2:10][CH2:9]1)=O)(C)(C)C.[ClH:23].O1CCOCC1, predict the reaction product. The product is: [ClH:23].[ClH:23].[N:11]1([C:14]2[CH:22]=[CH:21][C:17]([C:18]([OH:20])=[O:19])=[CH:16][N:15]=2)[CH2:10][CH2:9][NH:8][CH2:13][CH2:12]1. (4) The product is: [ClH:1].[ClH:1].[NH2:31][C:18]1[CH:19]=[C:20]2[O:24][C:23]([C:25]3[CH:26]=[CH:27][CH:28]=[CH:29][CH:30]=3)=[N:22][C:21]2=[C:16]([C:14]([NH2:13])=[O:15])[CH:17]=1. Given the reactants [ClH:1].Cl.CN1C2CCCC1CC([NH:13][C:14]([C:16]1[CH:17]=[C:18]([NH2:31])[CH:19]=[C:20]3[O:24][C:23]([C:25]4[CH:30]=[CH:29][CH:28]=[CH:27][CH:26]=4)=[N:22][C:21]=13)=[O:15])C2.Cl, predict the reaction product. (5) Given the reactants [N+:1]([C:4]1[C:12]([CH3:13])=[CH:11][CH:10]=[CH:9][C:5]=1[C:6]([OH:8])=[O:7])([O-:3])=[O:2].C1(S(Cl)(=O)=O)C=CC=CC=1.[C:24](O)([CH3:27])([CH3:26])[CH3:25], predict the reaction product. The product is: [C:24]([O:7][C:6](=[O:8])[C:5]1[CH:9]=[CH:10][CH:11]=[C:12]([CH3:13])[C:4]=1[N+:1]([O-:3])=[O:2])([CH3:27])([CH3:26])[CH3:25]. (6) The product is: [F:28][C:11]1[CH:10]=[C:9]([C:6]2[CH:5]=[CH:4][N:3]=[C:2]3[NH:1][C:32]([C@@H:29]4[CH2:30][C@H:31]4[C:9]4[CH:27]=[CH:26][CH:12]=[CH:11][CH:10]=4)=[N:8][C:7]=23)[CH:27]=[CH:26][C:12]=1[CH2:13][NH:14][C:15]([C:17]1[O:21][N:20]=[C:19]([C:22]([CH3:23])([CH3:24])[CH3:25])[N:18]=1)=[O:16]. Given the reactants [NH2:1][C:2]1[C:7]([NH2:8])=[C:6]([C:9]2[CH:27]=[CH:26][C:12]([CH2:13][NH:14][C:15]([C:17]3[O:21][N:20]=[C:19]([C:22]([CH3:25])([CH3:24])[CH3:23])[N:18]=3)=[O:16])=[C:11]([F:28])[CH:10]=2)[CH:5]=[CH:4][N:3]=1.[CH:29]1([CH:32]=O)[CH2:31][CH2:30]1, predict the reaction product. (7) Given the reactants [CH3:1][CH2:2][CH2:3][CH2:4][CH:5]=[CH2:6].CCC=C, predict the reaction product. The product is: [CH3:4][CH2:3][CH:2]=[CH2:1].[CH2:1]=[CH:2][CH2:3][CH2:4][CH2:5][CH3:6]. (8) Given the reactants Br/[CH:2]=[C:3](/[C:14]1[N:19]=[C:18]([O:20][CH3:21])[C:17]([Cl:22])=[CH:16][CH:15]=1)\[C:4]1[CH:9]=[CH:8][C:7]([C:10]([CH3:13])([CH3:12])[CH3:11])=[CH:6][CH:5]=1.[NH:23]1[CH2:27][CH2:26][CH2:25][C:24]1=[O:28].C1(P(C2C=CC=CC=2)C2C=CC3C(=CC=CC=3)C=2C2C3C(=CC=CC=3)C=CC=2P(C2C=CC=CC=2)C2C=CC=CC=2)C=CC=CC=1.C(=O)([O-])[O-].[Cs+].[Cs+], predict the reaction product. The product is: [C:10]([C:7]1[CH:8]=[CH:9][C:4](/[C:3](/[C:14]2[CH:15]=[CH:16][C:17]([Cl:22])=[C:18]([O:20][CH3:21])[N:19]=2)=[CH:2]\[N:23]2[CH2:27][CH2:26][CH2:25][C:24]2=[O:28])=[CH:5][CH:6]=1)([CH3:13])([CH3:12])[CH3:11]. (9) Given the reactants P([O-])([O-])([O-])=O.[K+].[K+].[K+].[C:9]([C:11]1[CH:12]=[N:13][CH:14]=[CH:15][CH:16]=1)#[N:10].C(#[N:19])C.[OH2:20].CN(C)[C:23](=[O:30])[C:24]1[CH:29]=[CH:28][CH:27]=C[CH:25]=1, predict the reaction product. The product is: [C:9]([NH2:10])(=[O:30])[C:11]1[CH:16]=[CH:15][CH:14]=[N:13][CH:12]=1.[C:23]([OH:30])(=[O:20])[C:24]1[CH:29]=[CH:28][CH:27]=[N:19][CH:25]=1. (10) Given the reactants [Cl:1][C:2]1[CH:7]=[C:6]([Cl:8])[CH:5]=[CH:4][C:3]=1[C:9]1[N:10]=[C:11]([CH2:36][C:37]2[CH:42]=[CH:41][C:40]([C:43]3[CH:48]=[CH:47][C:46]([N:49]4[CH2:54][CH2:53][NH:52][C:51](=[O:55])[CH2:50]4)=[CH:45][CH:44]=3)=[CH:39][CH:38]=2)[N:12]([C:14]2[CH:19]=[CH:18][C:17]([N:20]3[CH2:24][C:23](=[O:25])[N:22](COCC[Si](C)(C)C)[S:21]3(=[O:35])=[O:34])=[CH:16][CH:15]=2)[CH:13]=1.I[CH3:57], predict the reaction product. The product is: [Cl:1][C:2]1[CH:7]=[C:6]([Cl:8])[CH:5]=[CH:4][C:3]=1[C:9]1[N:10]=[C:11]([CH2:36][C:37]2[CH:42]=[CH:41][C:40]([C:43]3[CH:44]=[CH:45][C:46]([N:49]4[CH2:54][CH2:53][N:52]([CH3:57])[C:51](=[O:55])[CH2:50]4)=[CH:47][CH:48]=3)=[CH:39][CH:38]=2)[N:12]([C:14]2[CH:19]=[CH:18][C:17]([N:20]3[CH2:24][C:23](=[O:25])[NH:22][S:21]3(=[O:34])=[O:35])=[CH:16][CH:15]=2)[CH:13]=1.